The task is: Predict which catalyst facilitates the given reaction.. This data is from Catalyst prediction with 721,799 reactions and 888 catalyst types from USPTO. (1) Reactant: [F:8][C:7]([F:10])([F:9])[C:6](O[C:6](=[O:11])[C:7]([F:10])([F:9])[F:8])=[O:11].[C:14]([O:18][C:19]([N:21]1[CH2:33][CH2:32][N:24]2[C:25]3[CH:26]=[CH:27][CH:28]=[CH:29][C:30]=3[CH:31]=[C:23]2[CH2:22]1)=[O:20])([CH3:17])([CH3:16])[CH3:15].C(N(CC)CC)C. Product: [C:14]([O:18][C:19]([N:21]1[CH2:33][CH2:32][N:24]2[C:25]3[CH:26]=[CH:27][CH:28]=[CH:29][C:30]=3[C:31]([C:6](=[O:11])[C:7]([F:8])([F:9])[F:10])=[C:23]2[CH2:22]1)=[O:20])([CH3:17])([CH3:15])[CH3:16]. The catalyst class is: 26. (2) Reactant: NC1C=CC(OC2C=C3C(=CC=2)OC(C2C=CC=CC=2)CC3)=NC=1.[N+:25]([C:28]1[CH:29]=[CH:30][C:31]([O:34][C:35]2[CH:36]=[C:37]3[C:42](=[CH:43][CH:44]=2)[O:41][CH:40]([C:45]2[CH:50]=[CH:49][C:48]([N+:51]([O-])=O)=[CH:47][CH:46]=2)[CH2:39][CH2:38]3)=[N:32][CH:33]=1)([O-])=O. Product: [NH2:51][C:48]1[CH:49]=[CH:50][C:45]([CH:40]2[CH2:39][CH2:38][C:37]3[C:42](=[CH:43][CH:44]=[C:35]([O:34][C:31]4[N:32]=[CH:33][C:28]([NH2:25])=[CH:29][CH:30]=4)[CH:36]=3)[O:41]2)=[CH:46][CH:47]=1. The catalyst class is: 401. (3) Reactant: O[C:2]([CH3:32])([CH3:31])[CH:3]=[CH:4][C:5]([N:7]1[CH2:12][CH2:11][N:10]([C:13]2[C:22]3[C:17](=[CH:18][C:19]([CH3:23])=[CH:20][CH:21]=3)[N:16]=[C:15]([C:24]3[CH:29]=[CH:28][CH:27]=[CH:26][C:25]=3[OH:30])[N:14]=2)[CH2:9][CH2:8]1)=[O:6].C(N(S(F)(F)[F:39])CC)C. Product: [F:39][C:2]([CH3:32])([CH3:31])[CH:3]=[CH:4][C:5]([N:7]1[CH2:12][CH2:11][N:10]([C:13]2[C:22]3[C:17](=[CH:18][C:19]([CH3:23])=[CH:20][CH:21]=3)[N:16]=[C:15]([C:24]3[CH:29]=[CH:28][CH:27]=[CH:26][C:25]=3[OH:30])[N:14]=2)[CH2:9][CH2:8]1)=[O:6]. The catalyst class is: 34. (4) Reactant: [C:1]1([C:7]2[NH:11][CH:10]=[C:9]([C:12]([O:14][CH2:15][CH3:16])=[O:13])[CH:8]=2)[CH:6]=[CH:5][CH:4]=[CH:3][CH:2]=1.[H-].[Na+].C1OCCOCCOCCOCCOC1.[S:34]1[CH:38]=[CH:37][CH:36]=[C:35]1[S:39](Cl)(=[O:41])=[O:40]. Product: [C:1]1([C:7]2[N:11]([S:39]([C:35]3[S:34][CH:38]=[CH:37][CH:36]=3)(=[O:41])=[O:40])[CH:10]=[C:9]([C:12]([O:14][CH2:15][CH3:16])=[O:13])[CH:8]=2)[CH:2]=[CH:3][CH:4]=[CH:5][CH:6]=1. The catalyst class is: 334. (5) The catalyst class is: 341. Product: [CH:27]1([C:30]([NH:1][C:2]2[S:3][C:4]3[C:9]([N:10]=2)=[CH:8][CH:7]=[C:6]([O:11][C:12]2[CH:13]=[CH:14][C:15]([F:26])=[C:16]([NH:18][C:19](=[O:25])[O:20][C:21]([CH3:22])([CH3:23])[CH3:24])[CH:17]=2)[N:5]=3)=[O:31])[CH2:29][CH2:28]1. Reactant: [NH2:1][C:2]1[S:3][C:4]2[C:9]([N:10]=1)=[CH:8][CH:7]=[C:6]([O:11][C:12]1[CH:13]=[CH:14][C:15]([F:26])=[C:16]([NH:18][C:19](=[O:25])[O:20][C:21]([CH3:24])([CH3:23])[CH3:22])[CH:17]=1)[N:5]=2.[CH:27]1([C:30](Cl)=[O:31])[CH2:29][CH2:28]1.O. (6) Reactant: [Br:1][C:2]1[CH:7]=[CH:6][C:5]([C:8]2[CH:9]=[C:10]3[C:14](=[CH:15][CH:16]=2)[NH:13][CH:12]=[C:11]3[CH:17]=O)=[CH:4][CH:3]=1.P([O-])([O-])(O)=O.[NH4+].[NH4+].[N+:26](CCC)([O-])=O. Product: [Br:1][C:2]1[CH:7]=[CH:6][C:5]([C:8]2[CH:9]=[C:10]3[C:14](=[CH:15][CH:16]=2)[NH:13][CH:12]=[C:11]3[C:17]#[N:26])=[CH:4][CH:3]=1. The catalyst class is: 15. (7) Reactant: [N:1]1([C:7]2[N:15]=[C:14]([C:16]3[CH:17]=[C:18]([OH:22])[CH:19]=[CH:20][CH:21]=3)[N:13]=[C:12]3[C:8]=2[N:9]=[CH:10][N:11]3[CH:23]2[CH2:28][CH2:27][NH:26][CH2:25][CH2:24]2)[CH2:6][CH2:5][O:4][CH2:3][CH2:2]1.[BH3-][C:30]#[N:31].[Na+].[CH3:33][OH:34]. Product: [CH3:33][O:34][C:30]1[N:31]=[CH:14][C:16]([CH2:17][N:26]2[CH2:27][CH2:28][CH:23]([N:11]3[CH:10]=[N:9][C:8]4[C:12]3=[N:13][C:14]([C:16]3[CH:17]=[C:18]([OH:22])[CH:19]=[CH:20][CH:21]=3)=[N:15][C:7]=4[N:1]3[CH2:6][CH2:5][O:4][CH2:3][CH2:2]3)[CH2:24][CH2:25]2)=[CH:21][CH:20]=1. The catalyst class is: 530.